Dataset: Forward reaction prediction with 1.9M reactions from USPTO patents (1976-2016). Task: Predict the product of the given reaction. (1) Given the reactants [Li+].[CH3:2][Si]([N-][Si](C)(C)C)(C)C.[O:11]=[C:12]1[O:16][C@@H:15]([C:17]([Cl:20])([Cl:19])[Cl:18])[N:14]2[CH2:21][CH2:22][CH2:23][C@:13]12[CH:24]=O, predict the reaction product. The product is: [Cl:18][C:17]([Cl:20])([Cl:19])[C@H:15]1[N:14]2[CH2:21][CH2:22][CH2:23][C@:13]2([CH:24]=[CH2:2])[C:12](=[O:11])[O:16]1. (2) Given the reactants [C:1]([O:5][C:6]([N:8]1[CH2:11][CH:10]([NH:12][C:13]2[CH:14]=[C:15]3[C:24](=[CH:25][C:26]=2[C:27]([C:29]([F:32])([F:31])[F:30])=[CH2:28])[O:23][CH2:22][C:21]2[N:16]3[CH:17]([CH3:34])[C:18](=[O:33])[NH:19][N:20]=2)[CH2:9]1)=[O:7])([CH3:4])([CH3:3])[CH3:2], predict the reaction product. The product is: [C:1]([O:5][C:6]([N:8]1[CH2:9][CH:10]([NH:12][C:13]2[CH:14]=[C:15]3[C:24](=[CH:25][C:26]=2[CH:27]([CH3:28])[C:29]([F:31])([F:30])[F:32])[O:23][CH2:22][C:21]2[N:16]3[CH:17]([CH3:34])[C:18](=[O:33])[NH:19][N:20]=2)[CH2:11]1)=[O:7])([CH3:4])([CH3:2])[CH3:3]. (3) Given the reactants [CH:1]1[CH:6]=[CH:5][C:4]([NH:7][C:8]2[C:13]([N+:14]([O-])=O)=[CH:12][CH:11]=[CH:10][CH:9]=2)=[CH:3][CH:2]=1.[H][H], predict the reaction product. The product is: [C:4]1([NH:7][C:8]2[C:13]([NH2:14])=[CH:12][CH:11]=[CH:10][CH:9]=2)[CH:3]=[CH:2][CH:1]=[CH:6][CH:5]=1. (4) Given the reactants [NH2:1][C:2]1[N:10]=[C:9]([O:11][CH2:12][CH2:13][CH2:14][CH3:15])[N:8]=[C:7]2[C:3]=1[N:4]=[C:5]([O:38]C)[N:6]2[CH2:16][CH2:17][CH2:18][N:19]1[CH2:24][CH2:23][N:22]([CH3:25])[CH2:21][CH:20]1[CH2:26][C:27]1[CH:32]=[CH:31][C:30]([CH2:33][C:34]([O:36][CH3:37])=[O:35])=[CH:29][CH:28]=1.Cl.O1CCOCC1.Cl.CO, predict the reaction product. The product is: [CH3:37][O:36][C:34](=[O:35])[CH2:33][C:30]1[CH:29]=[CH:28][C:27]([CH2:26][CH:20]2[CH2:21][N:22]([CH3:25])[CH2:23][CH2:24][N:19]2[CH2:18][CH2:17][CH2:16][N:6]2[C:5](=[O:38])[NH:4][C:3]3[C:7]2=[N:8][C:9]([O:11][CH2:12][CH2:13][CH2:14][CH3:15])=[N:10][C:2]=3[NH2:1])=[CH:32][CH:31]=1. (5) Given the reactants [C:1]([C:4](=[CH:12][C:13]1[CH:18]=[CH:17][CH:16]=[CH:15][C:14]=1[F:19])[C:5]([O:7][CH2:8][CH2:9][O:10][CH3:11])=[O:6])(=O)[CH3:2].[NH2:20][C:21]([CH3:29])=[CH:22][C:23]([O:25][CH:26]([CH3:28])[CH3:27])=[O:24].C1(C)C=CC=CC=1.C(OCC)(=O)C, predict the reaction product. The product is: [F:19][C:14]1[CH:15]=[CH:16][CH:17]=[CH:18][C:13]=1[CH:12]1[C:4]([C:5]([O:7][CH2:8][CH2:9][O:10][CH3:11])=[O:6])=[C:1]([CH3:2])[NH:20][C:21]([CH3:29])=[C:22]1[C:23]([O:25][CH:26]([CH3:28])[CH3:27])=[O:24]. (6) Given the reactants [NH:1]1[C:9]2[C:4](=[CH:5][CH:6]=CC=2)[CH:3]=[CH:2]1.C([N:17]1[C:29]2[C:28]([OH:30])=[C:27]3[N:31](C(OC(C)(C)C)=O)[C:32]4[CH:33]=[CH:34][C:35]([Cl:38])=[CH:36][C:37]=4[C:26]3=[CH:25][C:24]=2[C:23]2[C:18]1=[CH:19][CH:20]=[C:21]([Cl:46])[CH:22]=2)(OC(C)(C)C)=O.C(N1CCC(CO)CC1)(OC(C)(C)C)=O, predict the reaction product. The product is: [Cl:38][C:35]1[CH:36]=[C:37]2[C:32](=[CH:33][CH:34]=1)[NH:31][C:27]1[C:28]([O:30][CH2:6][CH:5]3[CH2:3][CH2:2][NH:1][CH2:9][CH2:4]3)=[C:29]3[NH:17][C:18]4[CH:19]=[CH:20][C:21]([Cl:46])=[CH:22][C:23]=4[C:24]3=[CH:25][C:26]2=1. (7) Given the reactants [CH3:1][O:2][C:3](=[O:22])[NH:4][C@H:5]([C:10]([NH:12][NH:13][CH2:14][C:15]1[CH:20]=[CH:19][CH:18]=[C:17](Br)[CH:16]=1)=[O:11])[C:6]([CH3:9])([CH3:8])C.CCO[CH2:26][CH3:27].C([O-])(O)=O.[Na+], predict the reaction product. The product is: [CH2:1]([O:2][C:3](=[O:22])[NH:4][C@H:5]([C:10]([NH:12][NH:13][CH2:14][C:15]1[CH:16]=[CH:17][CH:18]=[CH:19][CH:20]=1)=[O:11])[CH:6]([CH3:8])[CH3:9])[C:27]1[CH:26]=[CH:8][CH:6]=[CH:5][CH:10]=1. (8) Given the reactants [S-:1][C:2]#[N:3].[K+].[CH2:11]1[O:12][C:9](O)([CH2:11][OH:12])[CH2:8]O[C:9]1(O)[CH2:8]O.Cl.[CH:18]([NH2:21])([CH3:20])[CH3:19].C(O)(=O)C, predict the reaction product. The product is: [OH:12][CH2:11][C:9]1[N:21]([CH:18]([CH3:20])[CH3:19])[C:2]([SH:1])=[N:3][CH:8]=1. (9) Given the reactants [NH2:1][C@@H:2]1[CH2:6][CH2:5][N:4]([C:7]2[N:15]=[C:14]3[C:10]([N:11]=[CH:12][N:13]3[C@@H:16]3[CH2:20][C@H:19]([NH:21][C:22](=[O:25])[CH2:23][CH3:24])[C@@H:18]([OH:26])[C@H:17]3[OH:27])=[C:9]([NH:28][CH2:29][CH:30]([C:38]3[CH:43]=[CH:42][C:41]([OH:44])=[CH:40][CH:39]=3)[C:31]3[CH:36]=[CH:35][C:34]([OH:37])=[CH:33][CH:32]=3)[N:8]=2)[CH2:3]1.CN1C(=O)CCC1.[O:52]1[CH2:57][CH2:56][N:55]([C:58]2[CH:66]=[CH:65][C:61]([C:62]([Cl:64])=[O:63])=[CH:60][N:59]=2)[CH2:54][CH2:53]1, predict the reaction product. The product is: [ClH:64].[ClH:64].[OH:44][C:41]1[CH:42]=[CH:43][C:38]([CH:30]([C:31]2[CH:36]=[CH:35][C:34]([OH:37])=[CH:33][CH:32]=2)[CH2:29][NH:28][C:9]2[N:8]=[C:7]([N:4]3[CH2:5][CH2:6][C@@H:2]([NH:1][C:62](=[O:63])[C:61]4[CH:65]=[CH:66][C:58]([N:55]5[CH2:54][CH2:53][O:52][CH2:57][CH2:56]5)=[N:59][CH:60]=4)[CH2:3]3)[N:15]=[C:14]3[C:10]=2[N:11]=[CH:12][N:13]3[C@@H:16]2[CH2:20][C@H:19]([NH:21][C:22](=[O:25])[CH2:23][CH3:24])[C@@H:18]([OH:26])[C@H:17]2[OH:27])=[CH:39][CH:40]=1.